From a dataset of Full USPTO retrosynthesis dataset with 1.9M reactions from patents (1976-2016). Predict the reactants needed to synthesize the given product. (1) Given the product [CH3:55][O:56][C:57]1[CH:58]=[C:59]([CH:83]=[CH:84][CH:85]=1)[CH2:60][N:61]([CH2:69][C@@H:70]([OH:82])[C@@H:71]([NH:81][C:7](=[O:9])[C:6]1[CH:53]=[C:52]([NH:48][C:49](=[O:90])[C:51]2[CH:35]=[CH:34][CH:33]=[CH:32][CH:31]=2)[CH:54]=[C:4]([C:1](=[O:3])[CH3:2])[CH:5]=1)[CH2:72][C:73]1[CH:74]=[C:75]([F:80])[CH:76]=[C:77]([F:79])[CH:78]=1)[C:62](=[O:68])[O:63][C:64]([CH3:67])([CH3:65])[CH3:66], predict the reactants needed to synthesize it. The reactants are: [C:1]([C:4]1[CH:5]=[C:6](C=C(C(=O)N(CCC)CCC)C=1)[C:7]([OH:9])=O)(=[O:3])[CH3:2].CN(C(ON1N=N[C:32]2[CH:33]=[CH:34][CH:35]=N[C:31]1=2)=[N+](C)C)C.F[P-](F)(F)(F)(F)F.CC[N:48]([CH:52]([CH3:54])[CH3:53])[CH:49]([CH3:51])C.[CH3:55][O:56][C:57]1[CH:58]=[C:59]([CH:83]=[CH:84][CH:85]=1)[CH2:60][N:61]([CH2:69][C@@H:70]([OH:82])[C@@H:71]([NH2:81])[CH2:72][C:73]1[CH:78]=[C:77]([F:79])[CH:76]=[C:75]([F:80])[CH:74]=1)[C:62](=[O:68])[O:63][C:64]([CH3:67])([CH3:66])[CH3:65].CN(C=[O:90])C. (2) Given the product [CH:37]1([NH:40][C:19]([C:10]2[C:11](=[O:18])[C:12]3[C:17](=[N:16][CH:15]=[CH:14][CH:13]=3)[N:8]([C:4]3[CH:5]=[CH:6][CH:7]=[C:2]([Br:1])[CH:3]=3)[CH:9]=2)=[O:20])[CH2:39][CH2:38]1, predict the reactants needed to synthesize it. The reactants are: [Br:1][C:2]1[CH:3]=[C:4]([N:8]2[C:17]3[C:12](=[CH:13][CH:14]=[CH:15][N:16]=3)[C:11](=[O:18])[C:10]([C:19](O)=[O:20])=[CH:9]2)[CH:5]=[CH:6][CH:7]=1.C(N(CC)CC)C.ClC(OCC(C)C)=O.[CH:37]1([NH2:40])[CH2:39][CH2:38]1. (3) Given the product [C:8]([NH:9][C:28](=[O:29])[CH:27]([O:26][CH2:24][CH3:25])[CH2:31][C:32]1[CH:37]=[CH:36][C:35]([O:38][CH2:39][CH2:40][C:41]2[CH:46]=[CH:45][C:44]([O:47][S:48]([CH3:51])(=[O:50])=[O:49])=[CH:43][CH:42]=2)=[CH:34][CH:33]=1)#[N:7], predict the reactants needed to synthesize it. The reactants are: C1CCC([N:7]=[C:8]=[N:9]C2CCCCC2)CC1.ON1C(=O)CCC1=O.[CH2:24]([O:26][CH:27]([CH2:31][C:32]1[CH:37]=[CH:36][C:35]([O:38][CH2:39][CH2:40][C:41]2[CH:46]=[CH:45][C:44]([O:47][S:48]([CH3:51])(=[O:50])=[O:49])=[CH:43][CH:42]=2)=[CH:34][CH:33]=1)[C:28](O)=[O:29])[CH3:25].C(N(C(C)C)CC)(C)C.N#CN. (4) Given the product [CH2:1]([N:5]1[C:9]2[CH:10]=[CH:11][C:12]([CH2:14][OH:15])=[CH:13][C:8]=2[N:7]=[CH:6]1)[CH2:2][CH:3]=[CH2:4], predict the reactants needed to synthesize it. The reactants are: [CH2:1]([N:5]1[C:9]2[CH:10]=[CH:11][C:12]([C:14](OC)=[O:15])=[CH:13][C:8]=2[N:7]=[CH:6]1)[CH2:2][CH:3]=[CH2:4].[H-].[Al+3].[Li+].[H-].[H-].[H-].O.[OH-].[Na+]. (5) Given the product [ClH:36].[CH2:1]([C:5]1[N:6]=[C:7]2[CH:35]=[CH:34][CH:33]=[CH:32][N:8]2[C:9](=[O:31])[C:10]=1[C:11]1[CH:12]=[CH:13][C:14]([NH:17][CH:18]2[CH2:23][CH2:22][CH2:21][NH:20][CH2:19]2)=[CH:15][CH:16]=1)[CH2:2][CH2:3][CH3:4], predict the reactants needed to synthesize it. The reactants are: [CH2:1]([C:5]1[N:6]=[C:7]2[CH:35]=[CH:34][CH:33]=[CH:32][N:8]2[C:9](=[O:31])[C:10]=1[C:11]1[CH:16]=[CH:15][C:14]([NH:17][CH:18]2[CH2:23][CH2:22][CH2:21][N:20](C(OC(C)(C)C)=O)[CH2:19]2)=[CH:13][CH:12]=1)[CH2:2][CH2:3][CH3:4].[ClH:36].O1CCOCC1. (6) The reactants are: [Br:1][C:2]1[CH:3]=[CH:4][C:5]([F:23])=[C:6]2[C:10]=1[NH:9][C:8]([C:11]([O:13][CH2:14][CH3:15])=[O:12])=[C:7]2[CH2:16][CH2:17][C:18]([O:20]CC)=[O:19].Cl. Given the product [Br:1][C:2]1[CH:3]=[CH:4][C:5]([F:23])=[C:6]2[C:10]=1[NH:9][C:8]([C:11]([O:13][CH2:14][CH3:15])=[O:12])=[C:7]2[CH2:16][CH2:17][C:18]([OH:20])=[O:19], predict the reactants needed to synthesize it.